Dataset: Full USPTO retrosynthesis dataset with 1.9M reactions from patents (1976-2016). Task: Predict the reactants needed to synthesize the given product. (1) Given the product [F:32][C:30]1[C:29]([F:33])=[C:28]2[C:23]([CH:24]=[N:25][C:26]([CH3:34])=[N:27]2)=[C:22]([N:21]=[CH:11][C@:10]([C:13]([F:14])([F:15])[F:16])([OH:17])[CH2:9][C@H:8]([C:4]2[CH:5]=[CH:6][CH:7]=[C:2]([F:1])[C:3]=2[O:19][CH3:20])[CH3:18])[CH:31]=1, predict the reactants needed to synthesize it. The reactants are: [F:1][C:2]1[C:3]([O:19][CH3:20])=[C:4]([C@H:8]([CH3:18])[CH2:9][C@:10]([OH:17])([C:13]([F:16])([F:15])[F:14])[CH:11]=O)[CH:5]=[CH:6][CH:7]=1.[NH2:21][C:22]1[CH:31]=[C:30]([F:32])[C:29]([F:33])=[C:28]2[C:23]=1[CH:24]=[N:25][C:26]([CH3:34])=[N:27]2. (2) Given the product [CH2:22]([N:20]1[CH2:19][CH:18]2[CH2:17][N:16]([C:8]([C:7]3[C:2]([CH3:1])=[N:3][CH:4]=[N:5][C:6]=3[CH3:11])=[O:10])[CH2:15][CH:33]2[CH2:21]1)[C:28]1[CH:27]=[CH:26][CH:25]=[CH:24][CH:23]=1, predict the reactants needed to synthesize it. The reactants are: [CH3:1][C:2]1[C:7]([C:8]([OH:10])=O)=[C:6]([CH3:11])[N:5]=[CH:4][N:3]=1.CCN=[C:15]=[N:16][CH2:17][CH2:18][CH2:19][N:20]([CH3:22])[CH3:21].[CH:23]1[CH:24]=[CH:25][C:26]2N(O)N=N[C:27]=2[CH:28]=1.[CH3:33]CN(C(C)C)C(C)C. (3) Given the product [OH:2][C:3]1[CH:14]=[CH:13][C:6]2[CH:7]=[C:8]([C:10]([OH:12])=[O:11])[S:9][C:5]=2[CH:4]=1, predict the reactants needed to synthesize it. The reactants are: C[O:2][C:3]1[CH:14]=[CH:13][C:6]2[CH:7]=[C:8]([C:10]([OH:12])=[O:11])[S:9][C:5]=2[CH:4]=1.B(Br)(Br)Br.